From a dataset of Experimentally validated miRNA-target interactions with 360,000+ pairs, plus equal number of negative samples. Binary Classification. Given a miRNA mature sequence and a target amino acid sequence, predict their likelihood of interaction. (1) The miRNA is hsa-miR-181a-5p with sequence AACAUUCAACGCUGUCGGUGAGU. The protein sequence of the target gene is MQLKPMEINPEMLNKVLSRLGVAGQWRFVDVLGLEEESLGSVPAPACALLLLFPLTAQHENFRKKQIEELKGQEVSPKVYFMKQTIGNSCGTIGLIHAVANNQDKLGFEDGSVLKQFLSETEKMSPEDRAKCFEKNEAIQAAHDAVAQEGQCRVDDKVNFHFILFNNVDGHLYELDGRMPFPVNHGASSEDTLLKDAAKVCREFTEREQGEVRFSAVALCKAA. Result: 1 (interaction). (2) The miRNA is mmu-miR-696 with sequence GCGUGUGCUUGCUGUGGG. The protein sequence of the target gene is MAPANLGLTPHWVMLLGAVLLLLLSGASAQEPPRVGCSEYTNRSCEECLRNVSCLWCNENKACMDYPVRKILPPASLCKLSSARWGVCWVNFEALIITMSVLGGSVLLGITVCCCYCCRRKKSRKPDKSDERAMREQEERRVRQEERRAEMKSRHDEIRKKYGLFKEQNPYEKF. Result: 0 (no interaction). (3) The miRNA is hsa-miR-323a-3p with sequence CACAUUACACGGUCGACCUCU. The protein sequence of the target gene is MAAVVAATRWWQLLLVLSAAGMGASGAPQPPNILLLLMDDMGWGDLGVYGEPSRETPNLDRMAAEGLLFPNFYSANPLCSPSRAALLTGRLPIRNGFYTTNAHARNAYTPQEIVGGIPDSEQLLPELLKKAGYVSKIVGKWHLGHRPQFHPLKHGFDEWFGSPNCHFGPYDNKARPNIPVYRDWEMVGRYYEEFPINLKTGEANLTQIYLQEALDFIKRQARHHPFFLYWAVDATHAPVYASKPFLGTSQRGRYGDAVREIDDSIGKILELLQDLHVADNTFVFFTSDNGAALISAPEQG.... Result: 0 (no interaction). (4) The miRNA is mmu-miR-1912-5p with sequence UGCUCAUUGCAUGGGCUGUGUA. The protein sequence of the target gene is MADLSFIEDAVAFPEKEEDEEEEEEEGVEWGYEEGVEWGLVFPDANGEYQSPINLNSREARYDPSLLDVRLSPNYVVCRDCEVTNDGHTIQVILKSKSVLSGGPLPQGQEFELYEVRFHWGRENQRGSEHTVNFKAFPMELHLIHWNSTLFGSIDEAVGKPHGIAIIALFVQIGKEHVGLKAVTEILQDIQYKGKSKTIPCFNPNTLLPDPLLRDYWVYEGSLTIPPCSEGVTWILFRYPLTISQMQIEEFRRLRTHVKGAELVEGCDGILGDNFRPTQPLSDRVIRAAFQ. Result: 0 (no interaction). (5) The miRNA is mmu-miR-669o-5p with sequence UAGUUGUGUGUGCAUGUUUAUGU. The protein sequence of the target gene is MSSVKRSLKQEIVTQFHCSAAEGDIAKLTGILSHSPSLLNETSENGWTALMYAARNGHPEIVQFLLEKGCDRSIVNKSRQTALDIAVFWGYKHIANLLATAKGGKKPWFLTNEVEECENYFSKTLLDRKSEKRNNSDWLLAKESHPATVFILFSDLNPLVTLGGNKESFQQPEVRLCQLNYTDIKDYLAQPEKITLIFLGVELEIKDKLLNYAGEVPREEEDGLVAWFALGIDPIAAEEFKQRHENCYFLHPPMPALLQLKEKEAGVVAQARSVLAWHSRYKFCPTCGNATKIEEGGYKR.... Result: 0 (no interaction). (6) The miRNA is hsa-miR-4528 with sequence UCAUUAUAUGUAUGAUCUGGAC. The protein sequence of the target gene is MGSGGVIHCRCAKCFCYPTKRRIKRRPRNLTILSLPEDVLFHILKWLSVGDILAVRAVHSHLKYLVDNHASVWASASFQELWPSPQNLKLFERAAEKGNFEAAVKLGIAYLYNEGLSVSDEACAEVNGLKASRFFSMAERLNTGSEPFIWLFIRPPWSVSGSCCKAVVHDSLRAECQLQRSHKASILHCLGRVLNLFEDEEKRKQARSLLEESSRQGCLISSYLLWESDRKVDMSDPGRCLHSFRKLRDYAAKGCWEAQLALAKACAGGSQLGLEGKACSESVCQLFQASQAVNKQQIFS.... Result: 0 (no interaction).